From a dataset of Catalyst prediction with 721,799 reactions and 888 catalyst types from USPTO. Predict which catalyst facilitates the given reaction. Reactant: [C:1]([O:5][C:6]([N:8]1[CH2:12][CH2:11][C@H:10](OS(C2C=CC(C)=CC=2)(=O)=O)[CH2:9]1)=[O:7])([CH3:4])([CH3:3])[CH3:2].[CH3:24][C@H:25]1[CH2:29][CH2:28][CH2:27][NH:26]1.C([O-])([O-])=O.[K+].[K+]. Product: [C:1]([O:5][C:6]([N:8]1[CH2:12][CH2:11][C@@H:10]([N:26]2[CH2:27][CH2:28][CH2:29][C@@H:25]2[CH3:24])[CH2:9]1)=[O:7])([CH3:2])([CH3:3])[CH3:4]. The catalyst class is: 10.